Task: Predict the product of the given reaction.. Dataset: Forward reaction prediction with 1.9M reactions from USPTO patents (1976-2016) (1) Given the reactants Br[CH2:2][C:3]([C:5]12[CH2:14][CH:9]3[CH2:10][CH:11]([CH2:13][CH:7]([CH2:8]3)[CH2:6]1)[CH2:12]2)=[O:4].[SH:15][C:16]1[CH:21]=[CH:20][C:19]([NH:22][C:23](=[O:25])[CH3:24])=[CH:18][CH:17]=1.C(N(CC)CC)C.ClC1C=CC=CC=1C(Cl)(C1C=CC=CC=1)C1C=CC=CC=1, predict the reaction product. The product is: [C:5]12([C:3](=[O:4])[CH2:2][S:15][C:16]3[CH:17]=[CH:18][C:19]([NH:22][C:23](=[O:25])[CH3:24])=[CH:20][CH:21]=3)[CH2:14][CH:9]3[CH2:10][CH:11]([CH2:13][CH:7]([CH2:8]3)[CH2:6]1)[CH2:12]2. (2) Given the reactants [CH3:1][N:2]([CH2:27][C:28]([OH:30])=O)[C:3]1[CH:8]=[CH:7][C:6]([NH:9][C:10]([C:12]2[N:13]=[C:14]([C:21]3[CH:26]=[CH:25][CH:24]=[CH:23][CH:22]=3)[O:15][C:16]=2[C:17]([F:20])([F:19])[F:18])=[O:11])=[CH:5][N:4]=1.[CH3:31][NH2:32], predict the reaction product. The product is: [CH3:1][N:2]([CH2:27][C:28](=[O:30])[NH:32][CH3:31])[C:3]1[N:4]=[CH:5][C:6]([NH:9][C:10]([C:12]2[N:13]=[C:14]([C:21]3[CH:22]=[CH:23][CH:24]=[CH:25][CH:26]=3)[O:15][C:16]=2[C:17]([F:18])([F:20])[F:19])=[O:11])=[CH:7][CH:8]=1. (3) Given the reactants Br[C:2]1[CH:7]=[CH:6][C:5]([O:8][C:9]2[CH:14]=[CH:13][CH:12]=[CH:11][CH:10]=2)=[C:4]([N+:15]([O-:17])=[O:16])[CH:3]=1.O(C1C=CC([B:33]2[O:37][C:36]([CH3:39])([CH3:38])[C:35]([CH3:41])([CH3:40])[O:34]2)=CC=1C#N)C1C=CC=CC=1.CO[C@@H]1[C@@H](C(OC)=O)[C@@H]2[C@@H](CN3[C@H](C2)C2NC4C=C(OC)C=CC=4C=2CC3)C[C@H]1OC(C1C=C(OC)C(OC)=C(OC)C=1)=O, predict the reaction product. The product is: [C:9]1([O:8][C:5]2[CH:6]=[CH:7][C:2]([B:33]3[O:37][C:36]([CH3:39])([CH3:38])[C:35]([CH3:41])([CH3:40])[O:34]3)=[CH:3][C:4]=2[N+:15]([O-:17])=[O:16])[CH:14]=[CH:13][CH:12]=[CH:11][CH:10]=1. (4) Given the reactants C[C:2]1[CH:7]=[C:6]([N+:8]([O-:10])=[O:9])[CH:5]=[CH:4][C:3]=1[OH:11].[C:12](=O)([O-])[O-].[K+].[K+].Br[CH2:19][CH2:20][CH:21]=[CH2:22], predict the reaction product. The product is: [CH2:19]([O:11][C:3]1[CH:2]=[CH:7][C:6]([N+:8]([O-:10])=[O:9])=[C:5]([CH3:12])[CH:4]=1)[CH2:20][CH:21]=[CH2:22].